Task: Predict the product of the given reaction.. Dataset: Forward reaction prediction with 1.9M reactions from USPTO patents (1976-2016) (1) Given the reactants C([C:3]([CH2:10][CH3:11])([C:7]([O-:9])=[O:8])[C:4]([O-:6])=[O:5])C.BrCCBr.S(=O)(=O)(O)O, predict the reaction product. The product is: [C:3]1([C:7]([OH:9])=[O:8])([C:4]([OH:6])=[O:5])[CH2:10][CH2:11]1. (2) Given the reactants N[C:2]1[CH:7]=[CH:6][C:5]([C:8]([OH:17])([C:13]([F:16])([F:15])[F:14])[C:9]([F:12])([F:11])[F:10])=[CH:4][CH:3]=1.N([O-])=O.[Na+].[BrH:22], predict the reaction product. The product is: [Br:22][C:2]1[CH:7]=[CH:6][C:5]([C:8]([OH:17])([C:13]([F:16])([F:15])[F:14])[C:9]([F:12])([F:11])[F:10])=[CH:4][CH:3]=1.